This data is from Full USPTO retrosynthesis dataset with 1.9M reactions from patents (1976-2016). The task is: Predict the reactants needed to synthesize the given product. (1) Given the product [NH2:1][C:4]1[CH:5]=[C:6]([N:19]2[CH2:20][CH2:21][N:22]([C:25]([O:27][C:28]([CH3:31])([CH3:30])[CH3:29])=[O:26])[CH2:23][CH2:24]2)[CH:7]=[CH:8][C:9]=1[S:10]([C:13]1[CH:14]=[CH:15][CH:16]=[CH:17][CH:18]=1)(=[O:11])=[O:12], predict the reactants needed to synthesize it. The reactants are: [N+:1]([C:4]1[CH:5]=[C:6]([N:19]2[CH2:24][CH2:23][N:22]([C:25]([O:27][C:28]([CH3:31])([CH3:30])[CH3:29])=[O:26])[CH2:21][CH2:20]2)[CH:7]=[CH:8][C:9]=1[S:10]([C:13]1[CH:18]=[CH:17][CH:16]=[CH:15][CH:14]=1)(=[O:12])=[O:11])([O-])=O.O.NN. (2) Given the product [Br:1][C:2]1[CH:3]=[C:4]([CH:5]=[CH:6][CH:7]=1)[CH2:8][C@@H:9]([C:10]([OH:12])=[O:11])[NH2:13], predict the reactants needed to synthesize it. The reactants are: [Br:1][C:2]1[CH:3]=[C:4]([CH2:8][C@H:9]([NH:13]C(OC(C)(C)C)=O)[C:10]([OH:12])=[O:11])[CH:5]=[CH:6][CH:7]=1. (3) Given the product [F:16][C:17]1[CH:22]=[CH:21][CH:20]=[CH:19][C:18]=1[C:23]1[N:34]=[CH:35][O:14][C:13]=1[C:11]1[N:10]=[CH:9][C:8]2[N:15]=[C:5]([NH:4][CH:1]([CH3:3])[CH3:2])[S:6][C:7]=2[CH:12]=1, predict the reactants needed to synthesize it. The reactants are: [CH:1]([NH:4][C:5]1[S:6][C:7]2[CH:12]=[C:11]([CH:13]=[O:14])[N:10]=[CH:9][C:8]=2[N:15]=1)([CH3:3])[CH3:2].[F:16][C:17]1[CH:22]=[CH:21][CH:20]=[CH:19][C:18]=1[CH:23]([N+:34]#[C-:35])S(C1C=CC(C)=CC=1)(=O)=O.C([O-])([O-])=O.[K+].[K+]. (4) Given the product [CH3:29][O:30][C:31]1[CH:32]=[C:33]([C:39]2[CH2:40][C:41]([CH3:53])([CH3:52])[C:42](=[O:51])[N:43]([CH:45]3[CH2:46][CH2:47][N:48]([C:17](=[O:19])[C@H:9]([NH:8][C:6](=[O:7])[O:5][C:1]([CH3:2])([CH3:3])[CH3:4])[CH2:10][C:11]4[CH:12]=[CH:13][CH:14]=[CH:15][CH:16]=4)[CH2:49][CH2:50]3)[N:44]=2)[CH:34]=[CH:35][C:36]=1[O:37][CH3:38], predict the reactants needed to synthesize it. The reactants are: [C:1]([O:5][C:6]([NH:8][C@@H:9]([C:17]([OH:19])=O)[CH2:10][C:11]1[CH:16]=[CH:15][CH:14]=[CH:13][CH:12]=1)=[O:7])([CH3:4])([CH3:3])[CH3:2].CCN(C(C)C)C(C)C.[CH3:29][O:30][C:31]1[CH:32]=[C:33]([C:39]2[CH2:40][C:41]([CH3:53])([CH3:52])[C:42](=[O:51])[N:43]([CH:45]3[CH2:50][CH2:49][NH:48][CH2:47][CH2:46]3)[N:44]=2)[CH:34]=[CH:35][C:36]=1[O:37][CH3:38].CCOC(C(C#N)=NOC(N1CCOCC1)=[N+](C)C)=O.F[P-](F)(F)(F)(F)F.C(=O)(O)[O-].[Na+]. (5) Given the product [CH:1]([O:4][C:5]([C@H:7]1[CH2:8][CH2:9][C@H:10]([C:13]2[CH:14]=[CH:15][C:16]([NH2:19])=[C:17]([Cl:20])[CH:18]=2)[CH2:11][CH2:12]1)=[O:6])([CH3:3])[CH3:2], predict the reactants needed to synthesize it. The reactants are: [CH:1]([O:4][C:5]([C@H:7]1[CH2:12][CH2:11][C@H:10]([C:13]2[CH:18]=[CH:17][C:16]([NH2:19])=[CH:15][CH:14]=2)[CH2:9][CH2:8]1)=[O:6])([CH3:3])[CH3:2].[Cl:20]N1C(=O)CCC1=O. (6) The reactants are: F[C:2]1[CH:9]=[CH:8][C:5]([CH:6]=[O:7])=[CH:4][CH:3]=1.[N:10]1([CH:16]2[CH2:21][CH2:20][NH:19][CH2:18][CH2:17]2)[CH2:15][CH2:14][CH2:13][CH2:12][CH2:11]1.C(=O)([O-])[O-].[K+].[K+].O. Given the product [N:10]1([CH:16]2[CH2:21][CH2:20][N:19]([C:2]3[CH:9]=[CH:8][C:5]([CH:6]=[O:7])=[CH:4][CH:3]=3)[CH2:18][CH2:17]2)[CH2:15][CH2:14][CH2:13][CH2:12][CH2:11]1, predict the reactants needed to synthesize it.